From a dataset of Full USPTO retrosynthesis dataset with 1.9M reactions from patents (1976-2016). Predict the reactants needed to synthesize the given product. (1) Given the product [CH3:1][S:2][C:3]1[N:4]=[CH:5][C:6]2[C:15](=[O:16])[N:14]([C:17]3[CH:18]=[C:19]([C:23]4[O:27][C:26](=[O:28])[N:25]([CH2:12][CH2:13][NH:14][C:15](=[O:16])[CH3:6])[N:24]=4)[CH:20]=[CH:21][CH:22]=3)[CH2:13][C@H:12]3[N:8]([CH2:9][CH2:10][CH2:11]3)[C:7]=2[N:29]=1, predict the reactants needed to synthesize it. The reactants are: [CH3:1][S:2][C:3]1[N:4]=[CH:5][C:6]2[C:15](=[O:16])[N:14]([C:17]3[CH:18]=[C:19]([C:23]4[O:27][C:26](=[O:28])[NH:25][N:24]=4)[CH:20]=[CH:21][CH:22]=3)[CH2:13][C@H:12]3[N:8]([CH2:9][CH2:10][CH2:11]3)[C:7]=2[N:29]=1. (2) The reactants are: C(OC([NH:8][C@H:9]1[CH2:14][CH2:13][C@H:12]([O:15][CH3:16])[CH2:11][CH2:10]1)=O)(C)(C)C.C(Cl)(=O)C. Given the product [CH3:16][O:15][C@H:12]1[CH2:13][CH2:14][C@H:9]([NH2:8])[CH2:10][CH2:11]1, predict the reactants needed to synthesize it. (3) Given the product [Br:14][C:7]1[C:6]([CH3:8])=[N:5][C:4]([N:9]2[CH2:13][CH2:12][CH2:11][CH2:10]2)=[N:3][C:2]=1[CH3:1], predict the reactants needed to synthesize it. The reactants are: [CH3:1][C:2]1[CH:7]=[C:6]([CH3:8])[N:5]=[C:4]([N:9]2[CH2:13][CH2:12][CH2:11][CH2:10]2)[N:3]=1.[Br:14]N1C(=O)CCC1=O.